Task: Predict which catalyst facilitates the given reaction.. Dataset: Catalyst prediction with 721,799 reactions and 888 catalyst types from USPTO (1) Reactant: Br[C:2]1[C:3]([CH3:22])=[N:4][N:5]([CH2:14][CH2:15][C:16]2[CH:21]=[CH:20][CH:19]=[CH:18][CH:17]=2)[C:6]=1[C:7]1[CH:12]=[CH:11][C:10]([F:13])=[CH:9][CH:8]=1.CC1(C)C(C)(C)OB([C:31]2[CH:32]=[CH:33][C:34]3[O:39][CH2:38][C:37](=[O:40])[NH:36][C:35]=3[CH:41]=2)O1.C(=O)([O-])[O-].[Cs+].[Cs+]. Product: [F:13][C:10]1[CH:11]=[CH:12][C:7]([C:6]2[N:5]([CH2:14][CH2:15][C:16]3[CH:21]=[CH:20][CH:19]=[CH:18][CH:17]=3)[N:4]=[C:3]([CH3:22])[C:2]=2[C:31]2[CH:32]=[CH:33][C:34]3[O:39][CH2:38][C:37](=[O:40])[NH:36][C:35]=3[CH:41]=2)=[CH:8][CH:9]=1. The catalyst class is: 12. (2) Reactant: C(N(CC)CC)C.[Cl:8][C:9]1[C:16]([Cl:17])=[CH:15][CH:14]=[C:13]([N+:18]([O-:20])=[O:19])[C:10]=1[CH2:11]O.S(Cl)([Cl:23])=O.O. Product: [Cl:17][C:16]1[CH:15]=[CH:14][C:13]([N+:18]([O-:20])=[O:19])=[C:10]([CH2:11][Cl:23])[C:9]=1[Cl:8]. The catalyst class is: 11. (3) Reactant: [CH3:1][O:2][C:3]1[CH:4]=[C:5]([C:11]2[S:15][C:14]3=[N:16][CH:17]=[C:18](I)[N:13]3[N:12]=2)[CH:6]=[CH:7][C:8]=1[O:9][CH3:10].[CH3:20][S:21][C:22]1[N:27]=[CH:26][C:25](B2OC(C)(C)C(C)(C)O2)=[CH:24][N:23]=1.C([O-])([O-])=O.[K+].[K+]. Product: [CH3:1][O:2][C:3]1[CH:4]=[C:5]([C:11]2[S:15][C:14]3=[N:16][CH:17]=[C:18]([C:25]4[CH:24]=[N:23][C:22]([S:21][CH3:20])=[N:27][CH:26]=4)[N:13]3[N:12]=2)[CH:6]=[CH:7][C:8]=1[O:9][CH3:10]. The catalyst class is: 140. (4) Reactant: [ClH:1].[CH2:2]([N:14]([CH3:21])[C:15](=[NH:20])[NH:16][C:17](=[NH:19])[NH2:18])[CH2:3][CH2:4][CH2:5][CH2:6][CH2:7][CH2:8][CH2:9][CH2:10][CH2:11][CH2:12][CH3:13].CN(C=O)C.[C:27]12(CS(O)(=O)=O)C(C)(C)C(C[CH2:33]1)C[C:28]2=O. Product: [ClH:1].[CH2:2]([N:14]([CH3:21])[C:15]1[N:16]=[C:17]([NH2:18])[NH:19][C:27]([CH3:33])([CH3:28])[N:20]=1)[CH2:3][CH2:4][CH2:5][CH2:6][CH2:7][CH2:8][CH2:9][CH2:10][CH2:11][CH2:12][CH3:13]. The catalyst class is: 21. (5) Reactant: [F:1][C:2]1[CH:7]=[CH:6][C:5]([F:8])=[CH:4][C:3]=1[C@H:9]1[CH2:13][CH2:12][CH2:11][N:10]1C(OC(C)(C)C)=O.Cl.CCOCC. Product: [F:1][C:2]1[CH:7]=[CH:6][C:5]([F:8])=[CH:4][C:3]=1[C@H:9]1[CH2:13][CH2:12][CH2:11][NH:10]1. The catalyst class is: 12. (6) Reactant: [NH2:1][C:2]1[CH:7]=[CH:6][N:5]=[CH:4][N:3]=1.CS[C:10]1[S:11]/[C:12](=[CH:16]\[C:17]2[CH:18]=[C:19]3[C:24](=[CH:25][CH:26]=2)[N:23]=[CH:22][CH:21]=[CH:20]3)/[C:13](=[O:15])[N:14]=1. Product: [N:5]1[CH:6]=[CH:7][C:2]([NH:1][C:10]2[S:11]/[C:12](=[CH:16]\[C:17]3[CH:18]=[C:19]4[C:24](=[CH:25][CH:26]=3)[N:23]=[CH:22][CH:21]=[CH:20]4)/[C:13](=[O:15])[N:14]=2)=[N:3][CH:4]=1. The catalyst class is: 346.